This data is from Forward reaction prediction with 1.9M reactions from USPTO patents (1976-2016). The task is: Predict the product of the given reaction. Given the reactants Cl[C:2]1[N:3]=[CH:4][C:5]2[N:11]([CH3:12])[C:10](=[O:13])[C:9]([F:15])([F:14])[CH2:8][N:7]([CH:16]3[CH2:21][CH2:20][CH2:19][CH2:18][CH2:17]3)[C:6]=2[N:22]=1.O.C1(C)C(S(O)(=O)=O)=CC=CC=1.[NH2:35][C:36]1[CH:52]=[CH:51][C:39]([C:40]([NH:42][CH:43]2[CH2:48][CH2:47][N:46]([CH2:49][CH3:50])[CH2:45][CH2:44]2)=[O:41])=[CH:38][CH:37]=1, predict the reaction product. The product is: [CH:16]1([N:7]2[CH2:8][C:9]([F:15])([F:14])[C:10](=[O:13])[N:11]([CH3:12])[C:5]3[CH:4]=[N:3][C:2]([NH:35][C:36]4[CH:37]=[CH:38][C:39]([C:40]([NH:42][CH:43]5[CH2:48][CH2:47][N:46]([CH2:49][CH3:50])[CH2:45][CH2:44]5)=[O:41])=[CH:51][CH:52]=4)=[N:22][C:6]2=3)[CH2:21][CH2:20][CH2:19][CH2:18][CH2:17]1.